From a dataset of Reaction yield outcomes from USPTO patents with 853,638 reactions. Predict the reaction yield, written as a fraction of the theoretical maximum amount of product (1.0 means a 100% yield; for example, 0.34 means a 34% yield). (1) The reactants are [CH3:1][O:2][C:3]1[CH:11]=[CH:10][CH:9]=[CH:8][C:4]=1[C:5](Cl)=[O:6].O[NH:13][C:14]([CH2:16][CH2:17][CH2:18][CH2:19][C:20]([O:22][CH3:23])=[O:21])=[NH:15]. The catalyst is N1C=CC=CC=1. The product is [CH3:1][O:2][C:3]1[CH:11]=[CH:10][CH:9]=[CH:8][C:4]=1[C:5]1[O:6][N:15]=[C:14]([CH2:16][CH2:17][CH2:18][CH2:19][C:20]([O:22][CH3:23])=[O:21])[N:13]=1. The yield is 0.330. (2) The reactants are N[C:2]([C:7]1[CH:12]=[CH:11][CH:10]=[C:9]([Br:13])[CH:8]=1)([CH3:6])[C:3]([OH:5])=[O:4].O1CCOCC1.[CH3:20][C:21]([O:24][C:25](O[C:25]([O:24][C:21]([CH3:23])([CH3:22])[CH3:20])=[O:26])=[O:26])([CH3:23])[CH3:22]. The catalyst is [OH-].[K+]. The product is [Br:13][C:9]1[CH:8]=[C:7]([C:2]([C:25]([O:24][C:21]([CH3:23])([CH3:22])[CH3:20])=[O:26])([CH3:6])[C:3]([OH:5])=[O:4])[CH:12]=[CH:11][CH:10]=1. The yield is 0.790. (3) The reactants are [CH:1]1([N:4]2[C:9](=[O:10])[C:8]3[CH:11]=[C:12]([CH2:14][CH3:15])[S:13][C:7]=3[NH:6][C:5]2=[O:16])[CH2:3][CH2:2]1.Br[CH2:18][C:19]1[CH:24]=[CH:23][C:22]([C:25]2[CH:30]=[CH:29][CH:28]=[CH:27][C:26]=2[C:31]2[N:35]=[C:34](C(Cl)(Cl)Cl)[O:33][N:32]=2)=[CH:21][CH:20]=1.C(=O)([O-])[O-:41].[K+].[K+].CN(C)C=O. The catalyst is C(OCC)(=O)C. The product is [CH:1]1([N:4]2[C:9](=[O:10])[C:8]3[CH:11]=[C:12]([CH2:14][CH3:15])[S:13][C:7]=3[N:6]([CH2:18][C:19]3[CH:24]=[CH:23][C:22]([C:25]4[CH:30]=[CH:29][CH:28]=[CH:27][C:26]=4[C:31]4[NH:35][C:34](=[O:41])[O:33][N:32]=4)=[CH:21][CH:20]=3)[C:5]2=[O:16])[CH2:3][CH2:2]1. The yield is 0.560. (4) The reactants are [Cl:1][C:2]1[CH:3]=[CH:4][C:5]2[N:11]([CH2:12][C:13]([CH3:17])([CH3:16])[CH2:14][OH:15])[C:10](=[O:18])[C@@H:9]([CH2:19][C:20]([NH:22][CH2:23][CH2:24][C:25]3[CH:33]=[CH:32][C:28]([C:29]([O-:31])=[O:30])=[CH:27][CH:26]=3)=[O:21])[O:8][C@H:7]([C:34]3[CH:39]=[CH:38][CH:37]=[C:36]([O:40][CH3:41])[C:35]=3[O:42][CH3:43])[C:6]=2[CH:44]=1.[OH-].[Na+].C(O)C. The catalyst is O. The product is [Cl:1][C:2]1[CH:3]=[CH:4][C:5]2[N:11]([CH2:12][C:13]([CH3:16])([CH3:17])[CH2:14][OH:15])[C:10](=[O:18])[C@@H:9]([CH2:19][C:20]([NH:22][CH2:23][CH2:24][C:25]3[CH:33]=[CH:32][C:28]([C:29]([OH:31])=[O:30])=[CH:27][CH:26]=3)=[O:21])[O:8][C@H:7]([C:34]3[CH:39]=[CH:38][CH:37]=[C:36]([O:40][CH3:41])[C:35]=3[O:42][CH3:43])[C:6]=2[CH:44]=1. The yield is 0.490. (5) The reactants are C([Li])CCC.Br[C:7]1[CH:8]=[CH:9][C:10]([Cl:13])=[N:11][CH:12]=1.[O:14]=[C:15]1[CH2:20][CH2:19][N:18]([C:21]([O:23][C:24]([CH3:27])([CH3:26])[CH3:25])=[O:22])[CH2:17][CH2:16]1. The catalyst is CCOCC. The product is [Cl:13][C:10]1[N:11]=[CH:12][C:7]([C:15]2([OH:14])[CH2:16][CH2:17][N:18]([C:21]([O:23][C:24]([CH3:26])([CH3:25])[CH3:27])=[O:22])[CH2:19][CH2:20]2)=[CH:8][CH:9]=1. The yield is 0.410. (6) The reactants are FC(F)(F)S(O[C:7]1[C:16]2[C:11](=[CH:12][N:13]=[C:14]([O:17][CH2:18][C:19]3[CH:24]=[CH:23][CH:22]=[CH:21][CH:20]=3)[CH:15]=2)[CH:10]=[CH:9][N:8]=1)(=O)=O.[CH3:27][N:28]1[CH:32]=[C:31](B2OC(C)(C)C(C)(C)O2)[CH:30]=[N:29]1.C(=O)([O-])[O-].[Cs+].[Cs+]. The catalyst is O1CCOCC1.O.CCOC(C)=O.C1C=CC([P]([Pd]([P](C2C=CC=CC=2)(C2C=CC=CC=2)C2C=CC=CC=2)([P](C2C=CC=CC=2)(C2C=CC=CC=2)C2C=CC=CC=2)[P](C2C=CC=CC=2)(C2C=CC=CC=2)C2C=CC=CC=2)(C2C=CC=CC=2)C2C=CC=CC=2)=CC=1. The product is [CH2:18]([O:17][C:14]1[CH:15]=[C:16]2[C:11]([CH:10]=[CH:9][N:8]=[C:7]2[C:31]2[CH:30]=[N:29][N:28]([CH3:27])[CH:32]=2)=[CH:12][N:13]=1)[C:19]1[CH:24]=[CH:23][CH:22]=[CH:21][CH:20]=1. The yield is 0.860.